From a dataset of Forward reaction prediction with 1.9M reactions from USPTO patents (1976-2016). Predict the product of the given reaction. (1) Given the reactants [C@H:1]1([NH:10][C:11]2[O:12][CH2:13][C:14]3[CH:20]=[C:19]([CH:21]=[CH2:22])[CH:18]=[CH:17][C:15]=3[N:16]=2)[C:9]2[C:4](=[CH:5][CH:6]=[CH:7][CH:8]=2)[CH2:3][CH2:2]1.Br[C:24]1[CH:25]=[N:26][CH:27]=[CH:28][CH:29]=1.C1(C)C=CC=CC=1P(C1C=CC=CC=1C)C1C=CC=CC=1C.C(N(CC)CC)C, predict the reaction product. The product is: [C@H:1]1([NH:10][C:11]2[O:12][CH2:13][C:14]3[CH:20]=[C:19](/[CH:21]=[CH:22]/[C:24]4[CH:25]=[N:26][CH:27]=[CH:28][CH:29]=4)[CH:18]=[CH:17][C:15]=3[N:16]=2)[C:9]2[C:4](=[CH:5][CH:6]=[CH:7][CH:8]=2)[CH2:3][CH2:2]1. (2) Given the reactants [F:1][C:2]([F:49])([F:48])[C:3]1[CH:4]=[C:5]([C@H:13]([N:15]([CH3:47])[C:16]([N:18]2[CH2:38][CH2:37][C@:21]3([N:25](C(OC(C)(C)C)=O)[C@H:24]([C:33]([O:35][CH3:36])=[O:34])[CH2:23][CH2:22]3)[CH2:20][C@@H:19]2[C:39]2[CH:44]=[CH:43][C:42]([F:45])=[CH:41][C:40]=2[CH3:46])=[O:17])[CH3:14])[CH:6]=[C:7]([C:9]([F:12])([F:11])[F:10])[CH:8]=1.[Li+].[CH3:51][Si]([N-][Si](C)(C)C)(C)C.IC.C(O)(C(F)(F)F)=O, predict the reaction product. The product is: [F:10][C:9]([F:11])([F:12])[C:7]1[CH:6]=[C:5]([C@H:13]([N:15]([CH3:47])[C:16]([N:18]2[CH2:38][CH2:37][C@:21]3([NH:25][C@:24]([CH3:51])([C:33]([O:35][CH3:36])=[O:34])[CH2:23][CH2:22]3)[CH2:20][C@@H:19]2[C:39]2[CH:44]=[CH:43][C:42]([F:45])=[CH:41][C:40]=2[CH3:46])=[O:17])[CH3:14])[CH:4]=[C:3]([C:2]([F:1])([F:49])[F:48])[CH:8]=1. (3) Given the reactants C([N:8]1[CH2:15][C@H:14]2[C@H:10]([CH2:11][C:12]([F:17])([F:16])[CH2:13]2)[C@H:9]1[CH2:18][N:19]1[C:27](=[O:28])[C:26]2[C:21](=[CH:22][CH:23]=[CH:24][CH:25]=2)[C:20]1=[O:29])C1C=CC=CC=1.C([O-])=O.[NH4+], predict the reaction product. The product is: [F:17][C:12]1([F:16])[CH2:11][C@H:10]2[C@H:14]([CH2:15][NH:8][C@@H:9]2[CH2:18][N:19]2[C:20](=[O:29])[C:21]3[C:26](=[CH:25][CH:24]=[CH:23][CH:22]=3)[C:27]2=[O:28])[CH2:13]1. (4) Given the reactants [NH:1]1[C:5]2[CH:6]=[CH:7][CH:8]=[CH:9][C:4]=2[N:3]=[C:2]1[CH2:10][N:11]([CH3:22])[CH:12]1[C:21]2[N:20]=[CH:19][CH:18]=[CH:17][C:16]=2[CH2:15][CH2:14][CH2:13]1.Cl[CH2:24][CH:25]1[CH2:30][CH2:29][CH2:28][N:27]([C:31]([O:33][C:34]([CH3:37])([CH3:36])[CH3:35])=[O:32])[CH2:26]1.CN(CC1N(CCN2CCCCC2)C2C=CC=CC=2N=1)C1C2N=CC=CC=2CCC1, predict the reaction product. The product is: [CH3:22][N:11]([CH2:10][C:2]1[N:3]([CH2:24][CH:25]2[CH2:30][CH2:29][CH2:28][N:27]([C:31]([O:33][C:34]([CH3:35])([CH3:37])[CH3:36])=[O:32])[CH2:26]2)[C:4]2[CH:9]=[CH:8][CH:7]=[CH:6][C:5]=2[N:1]=1)[CH:12]1[C:21]2[N:20]=[CH:19][CH:18]=[CH:17][C:16]=2[CH2:15][CH2:14][CH2:13]1.